Dataset: Forward reaction prediction with 1.9M reactions from USPTO patents (1976-2016). Task: Predict the product of the given reaction. Given the reactants [F:1][C:2]1[CH:9]=[CH:8][C:5]([CH:6]=O)=[CH:4][CH:3]=1.[O:10]=[C:11]([CH3:17])[CH2:12][C:13]([O:15][CH3:16])=[O:14].N1CCCCC1, predict the reaction product. The product is: [C:11](/[C:12](=[CH:6]/[C:5]1[CH:8]=[CH:9][C:2]([F:1])=[CH:3][CH:4]=1)/[C:13]([O:15][CH3:16])=[O:14])(=[O:10])[CH3:17].